From a dataset of Reaction yield outcomes from USPTO patents with 853,638 reactions. Predict the reaction yield, written as a fraction of the theoretical maximum amount of product (1.0 means a 100% yield; for example, 0.34 means a 34% yield). The reactants are [Cl:1][C:2]1[CH:3]=[C:4]([C:12]2[O:16][N:15]=[C:14]([CH:17]([OH:27])[CH2:18][C:19]3[CH:26]=[CH:25][C:22]([CH:23]=O)=[CH:21][CH:20]=3)[CH:13]=2)[CH:5]=[CH:6][C:7]=1[O:8][CH:9]([CH3:11])[CH3:10].[NH:28]1[CH2:31][CH:30]([C:32]([OH:34])=[O:33])[CH2:29]1.C(O)(=O)C.C([BH3-])#N. The catalyst is CO. The product is [Cl:1][C:2]1[CH:3]=[C:4]([C:12]2[O:16][N:15]=[C:14]([CH:17]([OH:27])[CH2:18][C:19]3[CH:20]=[CH:21][C:22]([CH2:23][N:28]4[CH2:31][CH:30]([C:32]([OH:34])=[O:33])[CH2:29]4)=[CH:25][CH:26]=3)[CH:13]=2)[CH:5]=[CH:6][C:7]=1[O:8][CH:9]([CH3:11])[CH3:10]. The yield is 0.565.